From a dataset of NCI-60 drug combinations with 297,098 pairs across 59 cell lines. Regression. Given two drug SMILES strings and cell line genomic features, predict the synergy score measuring deviation from expected non-interaction effect. (1) Drug 1: CCCS(=O)(=O)NC1=C(C(=C(C=C1)F)C(=O)C2=CNC3=C2C=C(C=N3)C4=CC=C(C=C4)Cl)F. Drug 2: C1=CN(C=N1)CC(O)(P(=O)(O)O)P(=O)(O)O. Cell line: IGROV1. Synergy scores: CSS=1.45, Synergy_ZIP=-0.920, Synergy_Bliss=-0.442, Synergy_Loewe=-3.54, Synergy_HSA=-0.407. (2) Drug 1: C1=CN(C(=O)N=C1N)C2C(C(C(O2)CO)O)O.Cl. Drug 2: CC(C)NC(=O)C1=CC=C(C=C1)CNNC.Cl. Cell line: SF-295. Synergy scores: CSS=7.19, Synergy_ZIP=-2.70, Synergy_Bliss=-1.32, Synergy_Loewe=-45.9, Synergy_HSA=-2.53. (3) Drug 1: CCCS(=O)(=O)NC1=C(C(=C(C=C1)F)C(=O)C2=CNC3=C2C=C(C=N3)C4=CC=C(C=C4)Cl)F. Drug 2: CCC1=CC2CC(C3=C(CN(C2)C1)C4=CC=CC=C4N3)(C5=C(C=C6C(=C5)C78CCN9C7C(C=CC9)(C(C(C8N6C)(C(=O)OC)O)OC(=O)C)CC)OC)C(=O)OC.C(C(C(=O)O)O)(C(=O)O)O. Cell line: NCI-H322M. Synergy scores: CSS=27.2, Synergy_ZIP=-4.53, Synergy_Bliss=0.0456, Synergy_Loewe=-33.2, Synergy_HSA=-4.62. (4) Drug 1: CN(CC1=CN=C2C(=N1)C(=NC(=N2)N)N)C3=CC=C(C=C3)C(=O)NC(CCC(=O)O)C(=O)O. Drug 2: CN(C(=O)NC(C=O)C(C(C(CO)O)O)O)N=O. Cell line: SF-539. Synergy scores: CSS=18.1, Synergy_ZIP=-8.08, Synergy_Bliss=-12.1, Synergy_Loewe=-37.1, Synergy_HSA=-11.8. (5) Synergy scores: CSS=-3.26, Synergy_ZIP=6.78, Synergy_Bliss=8.21, Synergy_Loewe=-2.55, Synergy_HSA=-2.51. Drug 1: CC1CCC2CC(C(=CC=CC=CC(CC(C(=O)C(C(C(=CC(C(=O)CC(OC(=O)C3CCCCN3C(=O)C(=O)C1(O2)O)C(C)CC4CCC(C(C4)OC)O)C)C)O)OC)C)C)C)OC. Cell line: MOLT-4. Drug 2: CC12CCC3C(C1CCC2O)C(CC4=C3C=CC(=C4)O)CCCCCCCCCS(=O)CCCC(C(F)(F)F)(F)F. (6) Drug 1: C1CCC(CC1)NC(=O)N(CCCl)N=O. Drug 2: CC1C(C(CC(O1)OC2CC(OC(C2O)C)OC3=CC4=CC5=C(C(=O)C(C(C5)C(C(=O)C(C(C)O)O)OC)OC6CC(C(C(O6)C)O)OC7CC(C(C(O7)C)O)OC8CC(C(C(O8)C)O)(C)O)C(=C4C(=C3C)O)O)O)O. Cell line: RXF 393. Synergy scores: CSS=9.51, Synergy_ZIP=-0.861, Synergy_Bliss=1.32, Synergy_Loewe=1.76, Synergy_HSA=1.77. (7) Drug 1: CS(=O)(=O)CCNCC1=CC=C(O1)C2=CC3=C(C=C2)N=CN=C3NC4=CC(=C(C=C4)OCC5=CC(=CC=C5)F)Cl. Drug 2: CC(C)NC(=O)C1=CC=C(C=C1)CNNC.Cl. Cell line: SK-OV-3. Synergy scores: CSS=9.85, Synergy_ZIP=-1.67, Synergy_Bliss=-1.25, Synergy_Loewe=-8.50, Synergy_HSA=-1.60.